Dataset: Catalyst prediction with 721,799 reactions and 888 catalyst types from USPTO. Task: Predict which catalyst facilitates the given reaction. Reactant: C([O:5][C:6](=[O:18])[CH:7]=[CH:8][C:9]1[CH:14]=[CH:13][C:12]([CH:15]=[O:16])=[C:11]([F:17])[CH:10]=1)(C)(C)C. Product: [F:17][C:11]1[CH:10]=[C:9]([CH:8]=[CH:7][C:6]([OH:18])=[O:5])[CH:14]=[CH:13][C:12]=1[CH:15]=[O:16]. The catalyst class is: 557.